The task is: Regression. Given two drug SMILES strings and cell line genomic features, predict the synergy score measuring deviation from expected non-interaction effect.. This data is from NCI-60 drug combinations with 297,098 pairs across 59 cell lines. (1) Drug 1: CC1CCC2CC(C(=CC=CC=CC(CC(C(=O)C(C(C(=CC(C(=O)CC(OC(=O)C3CCCCN3C(=O)C(=O)C1(O2)O)C(C)CC4CCC(C(C4)OC)OCCO)C)C)O)OC)C)C)C)OC. Drug 2: C1=CN(C=N1)CC(O)(P(=O)(O)O)P(=O)(O)O. Cell line: SK-MEL-2. Synergy scores: CSS=21.1, Synergy_ZIP=-3.97, Synergy_Bliss=-3.92, Synergy_Loewe=-20.4, Synergy_HSA=-7.61. (2) Drug 1: C1=CC(=CC=C1C#N)C(C2=CC=C(C=C2)C#N)N3C=NC=N3. Drug 2: CC1=CC=C(C=C1)C2=CC(=NN2C3=CC=C(C=C3)S(=O)(=O)N)C(F)(F)F. Cell line: NCI/ADR-RES. Synergy scores: CSS=0.905, Synergy_ZIP=-0.164, Synergy_Bliss=-1.18, Synergy_Loewe=-2.44, Synergy_HSA=-2.59. (3) Drug 1: C1=CC(=CC=C1C#N)C(C2=CC=C(C=C2)C#N)N3C=NC=N3. Drug 2: CC1=C(C(=O)C2=C(C1=O)N3CC4C(C3(C2COC(=O)N)OC)N4)N. Cell line: OVCAR-5. Synergy scores: CSS=34.5, Synergy_ZIP=1.74, Synergy_Bliss=1.27, Synergy_Loewe=-14.1, Synergy_HSA=-0.648. (4) Drug 1: CC1CCC2CC(C(=CC=CC=CC(CC(C(=O)C(C(C(=CC(C(=O)CC(OC(=O)C3CCCCN3C(=O)C(=O)C1(O2)O)C(C)CC4CCC(C(C4)OC)OCCO)C)C)O)OC)C)C)C)OC. Drug 2: C1CC(=O)NC(=O)C1N2C(=O)C3=CC=CC=C3C2=O. Cell line: 786-0. Synergy scores: CSS=1.60, Synergy_ZIP=-2.14, Synergy_Bliss=-2.48, Synergy_Loewe=-69.9, Synergy_HSA=-3.18. (5) Drug 1: C1CN1P(=S)(N2CC2)N3CC3. Drug 2: N.N.Cl[Pt+2]Cl. Cell line: UACC62. Synergy scores: CSS=33.5, Synergy_ZIP=-4.35, Synergy_Bliss=-3.64, Synergy_Loewe=-14.0, Synergy_HSA=-0.253. (6) Drug 2: CC(C)NC(=O)C1=CC=C(C=C1)CNNC.Cl. Synergy scores: CSS=3.14, Synergy_ZIP=-1.10, Synergy_Bliss=1.66, Synergy_Loewe=-3.45, Synergy_HSA=-0.477. Cell line: DU-145. Drug 1: C1CCC(CC1)NC(=O)N(CCCl)N=O. (7) Drug 1: CC1=C2C(C(=O)C3(C(CC4C(C3C(C(C2(C)C)(CC1OC(=O)C(C(C5=CC=CC=C5)NC(=O)OC(C)(C)C)O)O)OC(=O)C6=CC=CC=C6)(CO4)OC(=O)C)O)C)O. Drug 2: COCCOC1=C(C=C2C(=C1)C(=NC=N2)NC3=CC=CC(=C3)C#C)OCCOC.Cl. Cell line: HCT116. Synergy scores: CSS=11.4, Synergy_ZIP=16.1, Synergy_Bliss=13.0, Synergy_Loewe=13.2, Synergy_HSA=12.8. (8) Drug 1: CN(CC1=CN=C2C(=N1)C(=NC(=N2)N)N)C3=CC=C(C=C3)C(=O)NC(CCC(=O)O)C(=O)O. Drug 2: CCN(CC)CCCC(C)NC1=C2C=C(C=CC2=NC3=C1C=CC(=C3)Cl)OC. Cell line: PC-3. Synergy scores: CSS=54.2, Synergy_ZIP=3.31, Synergy_Bliss=-0.668, Synergy_Loewe=-15.9, Synergy_HSA=-0.338. (9) Drug 1: C1=CC(=CC=C1CC(C(=O)O)N)N(CCCl)CCCl.Cl. Drug 2: C1=CC=C(C=C1)NC(=O)CCCCCCC(=O)NO. Cell line: BT-549. Synergy scores: CSS=15.0, Synergy_ZIP=-2.11, Synergy_Bliss=3.24, Synergy_Loewe=-0.0404, Synergy_HSA=1.26.